From a dataset of Reaction yield outcomes from USPTO patents with 853,638 reactions. Predict the reaction yield, written as a fraction of the theoretical maximum amount of product (1.0 means a 100% yield; for example, 0.34 means a 34% yield). (1) The reactants are [Cl:1][C:2]1[CH:7]=[CH:6][C:5]([C:8]2[C:17]3[CH:16]=[C:15]([C:18]4[CH:23]=[CH:22][N:21]=[CH:20][CH:19]=4)[S:14][C:13]=3[CH2:12][CH2:11][CH2:10][CH:9]=2)=[CH:4][CH:3]=1.C([OH:28])(C)(C)C.CC(C)=O.C[N+]1([O-])CCOCC1.[OH2:41]. The catalyst is C(OCC)(=O)C.[Os](=O)(=O)(=O)=O. The product is [Cl:1][C:2]1[CH:7]=[CH:6][C:5]([C:8]2([OH:28])[C:17]3[CH:16]=[C:15]([C:18]4[CH:19]=[CH:20][N:21]=[CH:22][CH:23]=4)[S:14][C:13]=3[CH2:12][CH2:11][CH2:10][CH:9]2[OH:41])=[CH:4][CH:3]=1. The yield is 0.720. (2) The reactants are [F:1][C:2]1[CH:3]=[C:4]([C@@H:8]2[N:12]([C:13]3[CH:18]=[CH:17][C:16]([O:19][C:20]([F:23])([F:22])[F:21])=[CH:15][CH:14]=3)[C:11](=[O:24])[CH2:10][CH2:9]2)[CH:5]=[CH:6][CH:7]=1.[H-].[Na+].CO.[Cl:29][C:30]1[CH:39]=[CH:38][C:33]([C:34](OC)=[O:35])=[CH:32][CH:31]=1.[NH4+].[Cl-]. The catalyst is C1(C)C=CC=CC=1. The product is [Cl:29][C:30]1[CH:39]=[CH:38][C:33]([C:34]([CH:10]2[CH2:9][C@H:8]([C:4]3[CH:5]=[CH:6][CH:7]=[C:2]([F:1])[CH:3]=3)[N:12]([C:13]3[CH:14]=[CH:15][C:16]([O:19][C:20]([F:21])([F:22])[F:23])=[CH:17][CH:18]=3)[C:11]2=[O:24])=[O:35])=[CH:32][CH:31]=1. The yield is 0.880. (3) The reactants are [CH3:1][C:2]1[CH:3]=[C:4]([OH:11])[CH:5]=[CH:6][C:7]=1[N+:8]([O-:10])=[O:9].Br[CH2:13][CH2:14][CH2:15][CH2:16][CH2:17][CH2:18][CH2:19][CH2:20][CH2:21][CH3:22].C(=O)([O-])[O-].[K+].[K+].O. The catalyst is CN(C)C=O. The product is [CH3:1][C:2]1[CH:3]=[C:4]([O:11][CH2:13][CH2:14][CH2:15][CH2:16][CH2:17][CH2:18][CH2:19][CH2:20][CH2:21][CH3:22])[CH:5]=[CH:6][C:7]=1[N+:8]([O-:10])=[O:9]. The yield is 1.00. (4) The reactants are [Cl:1][C:2]1[N:7]=[CH:6][C:5]([S:8][C:9]2[N:13]([C:14]3[CH:19]=[CH:18][CH:17]=[C:16]([F:20])[C:15]=3[F:21])[N:12]=[C:11]([C:22]([O:24]CC)=O)[CH:10]=2)=[CH:4][CH:3]=1.[CH3:27][NH2:28].CO. The catalyst is CO. The product is [Cl:1][C:2]1[N:7]=[CH:6][C:5]([S:8][C:9]2[N:13]([C:14]3[CH:19]=[CH:18][CH:17]=[C:16]([F:20])[C:15]=3[F:21])[N:12]=[C:11]([C:22]([NH:28][CH3:27])=[O:24])[CH:10]=2)=[CH:4][CH:3]=1. The yield is 0.940. (5) The reactants are [F:1][C:2]1[CH:7]=[C:6]([S:8][CH3:9])[CH:5]=[CH:4][C:3]=1B(O)O.Br[C:14]1[N:19]=[CH:18][C:17]([O:20][CH2:21][CH:22]2[CH2:27][CH2:26][N:25]([C:28]([O:30][CH:31]([CH3:33])[CH3:32])=[O:29])[CH2:24][CH2:23]2)=[CH:16][CH:15]=1.C([O-])([O-])=O.[Na+].[Na+].O. The catalyst is Cl[Pd](Cl)([P](C1C=CC=CC=1)(C1C=CC=CC=1)C1C=CC=CC=1)[P](C1C=CC=CC=1)(C1C=CC=CC=1)C1C=CC=CC=1.COCCOC. The product is [F:1][C:2]1[CH:7]=[C:6]([S:8][CH3:9])[CH:5]=[CH:4][C:3]=1[C:14]1[N:19]=[CH:18][C:17]([O:20][CH2:21][CH:22]2[CH2:23][CH2:24][N:25]([C:28]([O:30][CH:31]([CH3:33])[CH3:32])=[O:29])[CH2:26][CH2:27]2)=[CH:16][CH:15]=1. The yield is 0.550. (6) The reactants are [NH2:1][C:2]1[CH:7]=[C:6]([CH3:8])[CH:5]=[C:4]([CH3:9])[N:3]=1.[C:10]([N:17]1C=CN=C1)([N:12]1[CH:16]=[CH:15][N:14]=[CH:13]1)=[S:11]. The catalyst is C(Cl)(Cl)Cl. The product is [NH:1]=[C:2]1[CH:7]=[C:6]([CH3:8])[CH:5]=[C:4]([CH3:9])[N:3]1[NH:17][C:10]([N:12]1[CH:16]=[CH:15][N:14]=[CH:13]1)=[S:11]. The yield is 0.400.